From a dataset of Catalyst prediction with 721,799 reactions and 888 catalyst types from USPTO. Predict which catalyst facilitates the given reaction. (1) Reactant: Cl[C:2]1[C:7]([C:8]#[N:9])=[CH:6][CH:5]=[CH:4][N:3]=1.[N:10]1([C:16]([O:18][C:19]([CH3:22])([CH3:21])[CH3:20])=[O:17])[CH2:15][CH2:14][NH:13][CH2:12][CH2:11]1.C(N(CC)CC)C. Product: [C:8]([C:7]1[C:2]([N:13]2[CH2:12][CH2:11][N:10]([C:16]([O:18][C:19]([CH3:22])([CH3:21])[CH3:20])=[O:17])[CH2:15][CH2:14]2)=[N:3][CH:4]=[CH:5][CH:6]=1)#[N:9]. The catalyst class is: 11. (2) Reactant: [CH:1]([C:4]1[C:5]([O:13][CH2:14][CH2:15][CH3:16])=[C:6]([CH:10]=[CH:11][CH:12]=1)[CH2:7]CN)([CH3:3])[CH3:2].[C:17](Cl)(=[O:20])[CH:18]=[CH2:19].[CH2:22]([N:24](CC)CC)C. Product: [CH:1]([C:4]1[C:5]([O:13][CH2:14][CH2:15][CH3:16])=[C:6]([CH:10]=[CH:11][CH:12]=1)[CH2:7][N:24]([CH3:22])[C:17](=[O:20])[CH:18]=[CH2:19])([CH3:2])[CH3:3]. The catalyst class is: 2. (3) Reactant: [CH3:1][N:2]1[C:6]([C:7]([F:10])([F:9])[F:8])=[C:5]([C:11]#[N:12])[C:4](=[O:13])[N:3]1[CH3:14]. Product: [NH2:12][CH2:11][C:5]1[C:4](=[O:13])[N:3]([CH3:14])[N:2]([CH3:1])[C:6]=1[C:7]([F:10])([F:8])[F:9]. The catalyst class is: 834. (4) Reactant: C(O)(=O)C.[NH2:5][C:6]1[CH:11]=[CH:10][CH:9]=[CH:8][C:7]=1[NH:12][C:13]1[CH:27]=[CH:26][C:16]([CH2:17][NH:18][C:19](=[O:25])[O:20][C:21]([CH3:24])([CH3:23])[CH3:22])=[CH:15][CH:14]=1.[Br:28][C:29]1[CH:36]=[CH:35][C:32]([CH:33]=O)=[CH:31][CH:30]=1.C([BH3-])#N.[Na+]. Product: [Br:28][C:29]1[CH:36]=[CH:35][C:32]([CH2:33][NH:5][C:6]2[CH:11]=[CH:10][CH:9]=[CH:8][C:7]=2[NH:12][C:13]2[CH:27]=[CH:26][C:16]([CH2:17][NH:18][C:19](=[O:25])[O:20][C:21]([CH3:22])([CH3:23])[CH3:24])=[CH:15][CH:14]=2)=[CH:31][CH:30]=1. The catalyst class is: 72.